From a dataset of Forward reaction prediction with 1.9M reactions from USPTO patents (1976-2016). Predict the product of the given reaction. (1) The product is: [Br:1][C:2]1[CH:11]=[CH:10][C:9]2[N:8]=[C:7]([N:27]3[CH2:26][CH2:25][N:24]([C:17]([O:19][C:20]([CH3:23])([CH3:22])[CH3:21])=[O:18])[CH2:29][CH2:28]3)[N:6]3[N:13]=[CH:14][N:15]=[C:5]3[C:4]=2[C:3]=1[F:16]. Given the reactants [Br:1][C:2]1[CH:11]=[CH:10][C:9]2[N:8]=[C:7](Cl)[N:6]3[N:13]=[CH:14][N:15]=[C:5]3[C:4]=2[C:3]=1[F:16].[C:17]([N:24]1[CH2:29][CH2:28][NH:27][CH2:26][CH2:25]1)([O:19][C:20]([CH3:23])([CH3:22])[CH3:21])=[O:18], predict the reaction product. (2) Given the reactants [F:1][C:2]([F:17])([F:16])[C:3]1[CH:8]=[CH:7][C:6]([CH2:9][NH2:10])=[C:5]([N:11]2[CH2:15][CH2:14][CH2:13][CH2:12]2)[CH:4]=1.ClC(Cl)(O[C:22](=[O:28])[O:23][C:24](Cl)(Cl)Cl)Cl.[N-:30]=[C:31]=[O:32], predict the reaction product. The product is: [F:17][C:2]([F:1])([F:16])[C:3]1[CH:8]=[CH:7][C:6]([CH2:9][NH:10][C:31]([NH:30][C:6]2[C:9]3[NH:10][C:22](=[O:28])[O:23][C:24]=3[CH:3]=[CH:4][CH:5]=2)=[O:32])=[C:5]([N:11]2[CH2:15][CH2:14][CH2:13][CH2:12]2)[CH:4]=1.